From a dataset of Reaction yield outcomes from USPTO patents with 853,638 reactions. Predict the reaction yield, written as a fraction of the theoretical maximum amount of product (1.0 means a 100% yield; for example, 0.34 means a 34% yield). (1) The reactants are [ClH:1].C(OC([NH:9][CH2:10][C@H:11]([N:16]1[CH2:21][CH2:20][N:19]([S:22]([CH3:25])(=[O:24])=[O:23])[CH2:18][CH2:17]1)[C:12]([O:14][CH3:15])=[O:13])=O)(C)(C)C. The catalyst is C(O)(C)C.CO. The product is [ClH:1].[NH2:9][CH2:10][C@H:11]([N:16]1[CH2:21][CH2:20][N:19]([S:22]([CH3:25])(=[O:24])=[O:23])[CH2:18][CH2:17]1)[C:12]([O:14][CH3:15])=[O:13]. The yield is 1.00. (2) The product is [Cl:1][C:2]1[CH:19]=[C:18]([Cl:20])[CH:17]=[CH:16][C:3]=1[CH2:4][N:5]1[C:9]([CH3:10])=[CH:8][CH:7]=[C:6]1/[CH:11]=[CH:12]/[C:13]([NH:41][S:38]([CH2:33][CH2:34][CH2:35][CH2:36][CH3:37])(=[O:40])=[O:39])=[O:15]. The reactants are [Cl:1][C:2]1[CH:19]=[C:18]([Cl:20])[CH:17]=[CH:16][C:3]=1[CH2:4][N:5]1[C:9]([CH3:10])=[CH:8][CH:7]=[C:6]1/[CH:11]=[CH:12]/[C:13]([OH:15])=O.C(N1C=CN=C1)(N1C=CN=C1)=O.[CH2:33]([S:38]([NH2:41])(=[O:40])=[O:39])[CH2:34][CH2:35][CH2:36][CH3:37].N12CCCN=C1CCCCC2.Cl. The yield is 0.640. The catalyst is CN(C)C=O. (3) The reactants are [Cl:1][C:2]1[NH:3][C:4](Cl)=[C:5]2[C:9]([N:10]=1)=[N:8][CH:7]=[N:6]2.[NH3:12]. The catalyst is C(O)(C)C. The product is [Cl:1][C:2]1[NH:3][C:4]([NH2:12])=[C:5]2[C:9]([N:10]=1)=[N:8][CH:7]=[N:6]2. The yield is 1.00. (4) The reactants are [F:1][C:2]1[CH:3]=[CH:4][C:5]([CH3:32])=[C:6]([CH:31]=1)[O:7][CH2:8][C:9]1[C:18]([C:19]2[CH:24]=[CH:23][C:22]([OH:25])=[CH:21][C:20]=2[O:26][CH3:27])=[CH:17][CH:16]=[C:15]2[C:10]=1[C:11]([CH3:30])=[CH:12][C:13]([CH3:29])([CH3:28])[NH:14]2.C(N(CC)CC)C.[C:40](Cl)(=[O:43])[O:41][CH3:42]. The catalyst is O1CCCC1. The product is [F:1][C:2]1[CH:3]=[CH:4][C:5]([CH3:32])=[C:6]([CH:31]=1)[O:7][CH2:8][C:9]1[C:18]([C:19]2[CH:24]=[CH:23][C:22]([O:25][C:40]([O:41][CH3:42])=[O:43])=[CH:21][C:20]=2[O:26][CH3:27])=[CH:17][CH:16]=[C:15]2[C:10]=1[C:11]([CH3:30])=[CH:12][C:13]([CH3:28])([CH3:29])[NH:14]2. The yield is 0.990. (5) The reactants are [C:1]1([NH:7][C:8](=[O:17])[C:9]#[C:10][C:11]2[CH:16]=[CH:15][CH:14]=[CH:13][CH:12]=2)[CH:6]=[CH:5][CH:4]=[CH:3][CH:2]=1.Br[CH2:19][C:20]1[CH:21]=[C:22]([O:30][CH3:31])[C:23]([O:28][CH3:29])=[C:24]([O:26][CH3:27])[CH:25]=1.C([O-])([O-])=O.[Cs+].[Cs+].O. The catalyst is CN(C=O)C. The product is [C:1]1([N:7]([CH2:19][C:20]2[CH:21]=[C:22]([O:30][CH3:31])[C:23]([O:28][CH3:29])=[C:24]([O:26][CH3:27])[CH:25]=2)[C:8](=[O:17])[C:9]#[C:10][C:11]2[CH:16]=[CH:15][CH:14]=[CH:13][CH:12]=2)[CH:2]=[CH:3][CH:4]=[CH:5][CH:6]=1. The yield is 0.650.